Dataset: Forward reaction prediction with 1.9M reactions from USPTO patents (1976-2016). Task: Predict the product of the given reaction. (1) Given the reactants [CH3:1][C:2]1[CH:7]=[CH:6][N:5]=[C:4]2[N:8]([C:12]3[CH:17]=[CH:16][C:15]([O:18][C:19]4[N:23]([CH2:24][O:25][CH2:26][CH2:27][Si:28]([CH3:31])([CH3:30])[CH3:29])[C:22]5[CH:32]=[CH:33][CH:34]=[CH:35][C:21]=5[N:20]=4)=[CH:14][CH:13]=3)[C:9](=[O:11])[NH:10][C:3]=12.I[CH2:37][CH3:38].[H-].[Na+].O, predict the reaction product. The product is: [CH2:37]([N:10]1[C:3]2[C:4](=[N:5][CH:6]=[CH:7][C:2]=2[CH3:1])[N:8]([C:12]2[CH:13]=[CH:14][C:15]([O:18][C:19]3[N:23]([CH2:24][O:25][CH2:26][CH2:27][Si:28]([CH3:29])([CH3:30])[CH3:31])[C:22]4[CH:32]=[CH:33][CH:34]=[CH:35][C:21]=4[N:20]=3)=[CH:16][CH:17]=2)[C:9]1=[O:11])[CH3:38]. (2) Given the reactants [N+:1]([C:4]1[CH:17]=[CH:16][CH:15]=[CH:14][C:5]=1[CH2:6][NH:7][CH2:8][C:9]([O:11]CC)=O)([O-])=O.[C:18](O[C:18]([O:20][C:21]([CH3:24])([CH3:23])[CH3:22])=[O:19])([O:20][C:21]([CH3:24])([CH3:23])[CH3:22])=[O:19].C(N(CC)CC)C.[OH-].[Na+].[H][H], predict the reaction product. The product is: [C:21]([O:20][C:18]([N:7]1[CH2:6][C:5]2[CH:14]=[CH:15][CH:16]=[CH:17][C:4]=2[NH:1][C:9](=[O:11])[CH2:8]1)=[O:19])([CH3:24])([CH3:23])[CH3:22]. (3) Given the reactants [CH2:1]([O:5][C:6]1[CH:13]=[C:12]([O:14][CH2:15][CH2:16][CH2:17][CH3:18])[CH:11]=[C:10]([OH:19])[C:7]=1[CH:8]=O)[CH2:2][CH2:3][CH3:4].CC1(C)[O:26][C:25](=O)[CH2:24][C:23](=[O:28])[O:22]1, predict the reaction product. The product is: [CH2:1]([O:5][C:6]1[CH:13]=[C:12]([O:14][CH2:15][CH2:16][CH2:17][CH3:18])[CH:11]=[C:10]2[C:7]=1[CH:8]=[C:24]([C:23]([OH:28])=[O:22])[C:25](=[O:26])[O:19]2)[CH2:2][CH2:3][CH3:4]. (4) The product is: [CH3:1][C:2]1[CH:7]=[CH:6][C:5]([S:8]([O:31][CH2:30][CH2:29][CH:27]2[CH2:28][C:24]([CH2:22][CH3:23])([CH2:33][CH3:34])[C:25](=[O:32])[O:26]2)(=[O:10])=[O:9])=[CH:4][CH:3]=1. Given the reactants [CH3:1][C:2]1[CH:7]=[CH:6][C:5]([S:8](OCCC2CC(C)(C)C(=O)O2)(=[O:10])=[O:9])=[CH:4][CH:3]=1.[CH2:22]([C:24]1([CH2:33][CH3:34])[CH2:28][CH:27]([CH2:29][CH2:30][OH:31])[O:26][C:25]1=[O:32])[CH3:23].OCCC1OC(=O)C(C)(C)C1, predict the reaction product. (5) Given the reactants [F:1][C:2]1[CH:7]=[C:6]([O:8][CH2:9][CH:10]2[CH2:15][CH2:14][N:13]([CH2:16][C:17]([F:20])([CH3:19])[CH3:18])[CH2:12][CH2:11]2)[CH:5]=[CH:4][C:3]=1[C:21]1[CH:26]=[CH:25][C:24](C(O)=O)=[C:23]([F:30])[CH:22]=1.[NH:31]1[CH2:35][CH2:34][CH2:33][C@H:32]1[C:36]([NH2:38])=[O:37].CCN(CC)CC.[NH4+].[Cl-].CN([CH:51]=[O:52])C, predict the reaction product. The product is: [F:1][C:2]1[CH:7]=[C:6]([O:8][CH2:9][CH:10]2[CH2:15][CH2:14][N:13]([CH2:16][C:17]([F:20])([CH3:18])[CH3:19])[CH2:12][CH2:11]2)[CH:5]=[CH:4][C:3]=1[C:21]1[C:22]([C:51]([N:31]2[CH2:35][CH2:34][CH2:33][C@H:32]2[C:36]([NH2:38])=[O:37])=[O:52])=[C:23]([F:30])[CH:24]=[CH:25][CH:26]=1. (6) Given the reactants [Si]([O:8][CH2:9][CH2:10][N:11]1[C:19]2[C:18]([Cl:20])=[N:17][CH:16]=[N:15][C:14]=2[CH:13]=[CH:12]1)(C(C)(C)C)(C)C.[F-].C([N+](CCCC)(CCCC)CCCC)CCC, predict the reaction product. The product is: [Cl:20][C:18]1[C:19]2[N:11]([CH2:10][CH2:9][OH:8])[CH:12]=[CH:13][C:14]=2[N:15]=[CH:16][N:17]=1. (7) Given the reactants NC([O:4][C@H:5]1[CH2:10][CH2:9][CH2:8][N:7]([C:11]2[N:12]=[C:13]3[CH:26]=[C:25]([C:27]([NH:29][C:30]4[S:31][CH:32]=[C:33]([C:35]([CH3:38])([CH3:37])[CH3:36])[N:34]=4)=[O:28])[CH:24]=[CH:23][N:14]3[C:15](=[O:22])[C:16]=2/C=C/C(O)=O)[CH2:6]1)=O.C(C1N=C(C2C(=O)N3C=CC(C(N)=O)=CC3=NC2=O)SC=1)(C)(C)C.Cl.O[C@H]1CCCNC1, predict the reaction product. The product is: [C:35]([C:33]1[N:34]=[C:30]([NH:29][C:27]([C:25]2[CH:24]=[CH:23][N:14]3[C:15](=[O:22])[CH:16]=[C:11]([N:7]4[CH2:8][CH2:9][CH2:10][C@H:5]([OH:4])[CH2:6]4)[N:12]=[C:13]3[CH:26]=2)=[O:28])[S:31][CH:32]=1)([CH3:38])([CH3:36])[CH3:37]. (8) Given the reactants [CH2:1]([N:3]1[CH2:8][CH2:7][CH2:6][CH:5]([CH2:9][C:10]2[CH:15]=[CH:14][CH:13]=[C:12]([F:16])[CH:11]=2)[CH2:4]1)[CH3:2].[Cl:17][S:18](O)(=[O:20])=[O:19], predict the reaction product. The product is: [CH2:1]([N:3]1[CH2:8][CH2:7][CH2:6][CH:5]([CH2:9][C:10]2[CH:11]=[C:12]([F:16])[CH:13]=[CH:14][C:15]=2[S:18]([Cl:17])(=[O:20])=[O:19])[CH2:4]1)[CH3:2]. (9) The product is: [OH:45][NH:36][C:23]([C@@H:16]1[C@@H:15]([C:13]([N:10]2[CH2:9][CH2:8][N:7]([C:1]3[CH:6]=[CH:5][CH:4]=[CH:3][CH:2]=3)[CH2:12][CH2:11]2)=[O:14])[CH2:22][CH2:21][C:18]2([CH2:19][CH2:20]2)[CH2:17]1)=[O:25]. Given the reactants [C:1]1([N:7]2[CH2:12][CH2:11][N:10]([C:13]([C@H:15]3[CH2:22][CH2:21][C:18]4([CH2:20][CH2:19]4)[CH2:17][C@@H:16]3[C:23]([OH:25])=O)=[O:14])[CH2:9][CH2:8]2)[CH:6]=[CH:5][CH:4]=[CH:3][CH:2]=1.Cl.NO.F[P-](F)(F)(F)(F)F.[N:36]1([O:45][P+](N(C)C)(N(C)C)N(C)C)C2C=CC=CC=2N=N1.CCN(C(C)C)C(C)C, predict the reaction product. (10) The product is: [CH3:14][O:15][C:16]1[CH:22]=[C:21]([B:23]2[O:24][C:25]([CH3:30])([CH3:31])[C:26]([CH3:29])([CH3:28])[O:27]2)[CH:20]=[CH:19][C:17]=1[NH:18][C:11]([C:3]1[N:2]([CH3:1])[C:10]2[C:5]([CH:4]=1)=[CH:6][CH:7]=[CH:8][CH:9]=2)=[O:12]. Given the reactants [CH3:1][N:2]1[C:10]2[C:5](=[CH:6][CH:7]=[CH:8][CH:9]=2)[CH:4]=[C:3]1[C:11](Cl)=[O:12].[CH3:14][O:15][C:16]1[CH:22]=[C:21]([B:23]2[O:27][C:26]([CH3:29])([CH3:28])[C:25]([CH3:31])([CH3:30])[O:24]2)[CH:20]=[CH:19][C:17]=1[NH2:18].C(N(C(C)C)C(C)C)C, predict the reaction product.